Dataset: Forward reaction prediction with 1.9M reactions from USPTO patents (1976-2016). Task: Predict the product of the given reaction. Given the reactants C[O:2][C:3](=[O:14])[C:4]1[CH:9]=[CH:8][C:7]([CH:10]([CH3:12])[CH3:11])=[CH:6][C:5]=1[Cl:13].[OH-].[Na+].Cl, predict the reaction product. The product is: [Cl:13][C:5]1[CH:6]=[C:7]([CH:10]([CH3:12])[CH3:11])[CH:8]=[CH:9][C:4]=1[C:3]([OH:14])=[O:2].